This data is from Full USPTO retrosynthesis dataset with 1.9M reactions from patents (1976-2016). The task is: Predict the reactants needed to synthesize the given product. (1) Given the product [C:13]([C:12]1[CH:11]=[C:10]([Cl:16])[C:9]([CH3:17])=[C:8]([C:18]#[N:19])[C:7]=1[C:25]1[CH:24]=[C:23]([F:22])[CH:28]=[C:27]([F:29])[CH:26]=1)(=[O:15])[CH3:14], predict the reactants needed to synthesize it. The reactants are: FC(F)(F)S(O[C:7]1[C:12]([C:13](=[O:15])[CH3:14])=[CH:11][C:10]([Cl:16])=[C:9]([CH3:17])[C:8]=1[C:18]#[N:19])(=O)=O.[F:22][C:23]1[CH:24]=[C:25](B(O)O)[CH:26]=[C:27]([F:29])[CH:28]=1.C(=O)([O-])O.[Na+].N#N. (2) Given the product [N:18]1([CH2:17][CH2:16][O:15][C:12]2[CH:13]=[CH:14][C:9]([C:5]3[CH:6]=[C:7]([O:8][CH2:41][C:42]4[CH:47]=[CH:46][CH:45]=[C:44]([N+:48]([O-:50])=[O:49])[CH:43]=4)[C:2]([NH2:1])=[N:3][CH:4]=3)=[CH:10][CH:11]=2)[CH2:23][CH2:22][O:21][CH2:20][CH2:19]1, predict the reactants needed to synthesize it. The reactants are: [NH2:1][C:2]1[C:7]([OH:8])=[CH:6][C:5]([C:9]2[CH:14]=[CH:13][C:12]([O:15][CH2:16][CH2:17][N:18]3[CH2:23][CH2:22][O:21][CH2:20][CH2:19]3)=[CH:11][CH:10]=2)=[CH:4][N:3]=1.NC1C(O)=CC(C2C=CC=CC=2)=CN=1.[H-].[Na+].Br[CH2:41][C:42]1[CH:47]=[CH:46][CH:45]=[C:44]([N+:48]([O-:50])=[O:49])[CH:43]=1.Cl. (3) Given the product [CH2:1]([O:2][C:3](=[O:12])[C:4]1[C:9]([I:13])=[CH:8][N:7]=[C:6]([NH2:11])[CH:5]=1)[CH2:17][CH2:18][CH2:24][CH3:25], predict the reactants needed to synthesize it. The reactants are: [CH3:1][O:2][C:3](=[O:12])[C:4]1[C:9](Br)=[CH:8][N:7]=[C:6]([NH2:11])[CH:5]=1.[I-:13].[Na+].NC[CH2:17][CH2:18]N.C(O[CH2:24][CH3:25])(=O)C. (4) Given the product [C:1]([C:3]1[O:4][C:5]2[C:11]([CH2:12][O:13][C:14]3[CH:19]=[CH:18][C:17]([CH2:20][CH2:21][C:22]([OH:24])=[O:23])=[C:16]([CH3:29])[C:15]=3[CH3:30])=[CH:10][C:9]([F:31])=[CH:8][C:6]=2[CH:7]=1)#[N:2], predict the reactants needed to synthesize it. The reactants are: [C:1]([C:3]1[O:4][C:5]2[C:11]([CH2:12][O:13][C:14]3[CH:19]=[CH:18][C:17]([CH2:20][CH2:21][C:22]([O:24]C(C)(C)C)=[O:23])=[C:16]([CH3:29])[C:15]=3[CH3:30])=[CH:10][C:9]([F:31])=[CH:8][C:6]=2[CH:7]=1)#[N:2].FC(F)(F)C(O)=O.